Task: Predict which catalyst facilitates the given reaction.. Dataset: Catalyst prediction with 721,799 reactions and 888 catalyst types from USPTO (1) Reactant: [C:1]([O:14][CH2:15][C:16]1[CH:21]=[CH:20][CH:19]=[CH:18][CH:17]=1)(=[O:13])[CH2:2][C:3]([O:5][CH2:6][C:7]1[CH:12]=[CH:11][CH:10]=[CH:9][CH:8]=1)=[O:4].[H-].[Na+].Br[CH2:25][CH2:26][CH2:27][CH2:28][CH2:29][CH2:30][CH2:31][CH2:32][CH2:33][CH2:34][CH3:35]. Product: [CH2:35]([CH:2]([C:1]([O:14][CH2:15][C:16]1[CH:17]=[CH:18][CH:19]=[CH:20][CH:21]=1)=[O:13])[C:3]([O:5][CH2:6][C:7]1[CH:12]=[CH:11][CH:10]=[CH:9][CH:8]=1)=[O:4])[CH2:34][CH2:33][CH2:32][CH2:31][CH2:30][CH2:29][CH2:28][CH2:27][CH2:26][CH3:25]. The catalyst class is: 215. (2) Reactant: C(N(CC)C(C)C)(C)C.[CH3:10][O:11][CH2:12]Cl.[CH2:14]([O:21][C:22]1[CH:29]=[CH:28][C:25]([CH:26]=[O:27])=[C:24]([OH:30])[CH:23]=1)[C:15]1[CH:20]=[CH:19][CH:18]=[CH:17][CH:16]=1.O. Product: [CH2:14]([O:21][C:22]1[CH:29]=[CH:28][C:25]([CH:26]=[O:27])=[C:24]([O:30][CH2:10][O:11][CH3:12])[CH:23]=1)[C:15]1[CH:16]=[CH:17][CH:18]=[CH:19][CH:20]=1. The catalyst class is: 7. (3) Reactant: CC1(C)C(C)(C)OB([C:9]2[CH:10]=[C:11]3[C:16](=[CH:17][CH:18]=2)[C:15](=[O:19])[NH:14][CH2:13][CH2:12]3)O1.I[C:22]1[CH:23]=[C:24]2[C:29](=[CH:30][CH:31]=1)[C:28](=[O:32])[N:27]([CH2:33][CH2:34][N:35]1[CH2:39][CH2:38][CH2:37][C@H:36]1[CH3:40])[CH2:26][CH2:25]2.C(=O)([O-])[O-].[Na+].[Na+]. Product: [CH3:40][C@@H:36]1[CH2:37][CH2:38][CH2:39][N:35]1[CH2:34][CH2:33][N:27]1[CH2:26][CH2:25][C:24]2[C:29](=[CH:30][CH:31]=[C:22]([C:9]3[CH:10]=[C:11]4[C:16](=[CH:17][CH:18]=3)[C:15](=[O:19])[NH:14][CH2:13][CH2:12]4)[CH:23]=2)[C:28]1=[O:32]. The catalyst class is: 73. (4) Product: [CH3:1][O:2][C:3]1[CH:4]=[C:5]([NH:11][CH2:12][C:14]2[CH:22]=[CH:21][C:17]([C:18]([OH:20])=[O:19])=[CH:16][CH:15]=2)[CH:6]=[CH:7][C:8]=1[O:9][CH3:10]. Reactant: [CH3:1][O:2][C:3]1[CH:4]=[C:5]([NH2:11])[CH:6]=[CH:7][C:8]=1[O:9][CH3:10].[CH:12]([C:14]1[CH:22]=[CH:21][C:17]([C:18]([OH:20])=[O:19])=[CH:16][CH:15]=1)=O.C1([SiH3])C=CC=CC=1.CO. The catalyst class is: 149. (5) Product: [F:11][C:12]1[CH:17]=[CH:16][C:15]([O:18][C:4]2[S:8][C:7]([C:9]#[N:10])=[CH:6][CH:5]=2)=[CH:14][CH:13]=1. Reactant: [N+]([C:4]1[S:8][C:7]([C:9]#[N:10])=[CH:6][CH:5]=1)([O-])=O.[F:11][C:12]1[CH:17]=[CH:16][C:15]([OH:18])=[CH:14][CH:13]=1.C(=O)([O-])[O-].[K+].[K+].O. The catalyst class is: 148. (6) Reactant: [C:1]1([CH3:19])[CH:6]=[CH:5][CH:4]=[C:3]([C:7]2[O:11][N:10]=[C:9]([CH2:12][N:13]3[CH2:18][CH2:17][NH:16][CH2:15][CH2:14]3)[N:8]=2)[CH:2]=1.C(N(CC)CC)C.Cl[C:28]([O:30][CH3:31])=[O:29]. Product: [CH3:31][O:30][C:28]([N:16]1[CH2:17][CH2:18][N:13]([CH2:12][C:9]2[N:8]=[C:7]([C:3]3[CH:2]=[C:1]([CH3:19])[CH:6]=[CH:5][CH:4]=3)[O:11][N:10]=2)[CH2:14][CH2:15]1)=[O:29]. The catalyst class is: 4. (7) Reactant: [F:1][C:2]1[CH:7]=[CH:6][C:5]([C:8]2[O:9][C:10]3[CH:20]=[CH:19][C:18]([C:21]4[CH:22]=[C:23]([CH:27]=[CH:28][C:29]=4[CH3:30])[C:24](O)=[O:25])=[CH:17][C:11]=3[C:12]=2[C:13](=[O:16])[NH:14][CH3:15])=[CH:4][CH:3]=1.[CH3:31][C:32]1[N:33]=[CH:34][O:35][C:36]=1[C:37]1([NH2:40])[CH2:39][CH2:38]1.CCN=C=NCCCN(C)C.Cl.C1C=CC2N(O)N=NC=2C=1. Product: [F:1][C:2]1[CH:3]=[CH:4][C:5]([C:8]2[O:9][C:10]3[CH:20]=[CH:19][C:18]([C:21]4[CH:22]=[C:23]([C:24](=[O:25])[NH:40][C:37]5([C:36]6[O:35][CH:34]=[N:33][C:32]=6[CH3:31])[CH2:39][CH2:38]5)[CH:27]=[CH:28][C:29]=4[CH3:30])=[CH:17][C:11]=3[C:12]=2[C:13]([NH:14][CH3:15])=[O:16])=[CH:6][CH:7]=1. The catalyst class is: 46. (8) Reactant: [Cl:1][C:2]1[N:7]=[N:6][C:5]([N:8]2[C:12]([OH:13])=[C:11]([C:14](=O)[CH3:15])[C:10]([CH3:17])=[N:9]2)=[CH:4][CH:3]=1.[CH3:18][O:19][C:20]([C:22]1[CH:31]=[CH:30][C:25]([C:26]([NH:28][NH2:29])=[O:27])=[CH:24][CH:23]=1)=[O:21]. Product: [Cl:1][C:2]1[N:7]=[N:6][C:5]([N:8]2[C:12](=[O:13])[C:11](=[C:14]([NH:29][NH:28][C:26]([C:25]3[CH:30]=[CH:31][C:22]([C:20]([O:19][CH3:18])=[O:21])=[CH:23][CH:24]=3)=[O:27])[CH3:15])[C:10]([CH3:17])=[N:9]2)=[CH:4][CH:3]=1. The catalyst class is: 16. (9) Reactant: [CH3:1][O:2][CH:3]([O:11][CH3:12])[CH2:4][CH2:5][CH:6]([OH:10])[CH2:7][CH:8]=[CH2:9].C(Br)C1[CH:19]=[CH:18][CH:17]=[CH:16]C=1.[H-].[Na+].[Cl-].[NH4+].CN1C[CH2:29][CH2:28][C:27]1=O. Product: [CH3:12][O:11][CH:3]([O:2][CH3:1])[CH2:4][CH2:5][CH:6]([C:7]1[CH:29]=[CH:28][CH:27]=[CH:9][CH:8]=1)[O:10][CH2:19][CH2:18][CH:17]=[CH2:16]. The catalyst class is: 84. (10) Reactant: [H-].[Al+3].[Li+].[H-].[H-].[H-].[CH2:7]([N:14]1[C:18](=O)[CH2:17][CH:16]([C:20](OC)=[O:21])[CH2:15]1)[C:8]1[CH:13]=[CH:12][CH:11]=[CH:10][CH:9]=1.O.[OH-].[Na+]. Product: [CH2:7]([N:14]1[CH2:18][CH2:17][CH:16]([CH2:20][OH:21])[CH2:15]1)[C:8]1[CH:13]=[CH:12][CH:11]=[CH:10][CH:9]=1. The catalyst class is: 1.